From a dataset of Forward reaction prediction with 1.9M reactions from USPTO patents (1976-2016). Predict the product of the given reaction. (1) Given the reactants [CH:1]1[CH:2]=[C:3]2[C:8]3=[C:9]([C:11]([O:13][C:14](=[O:15])[C:7]3=[CH:6][CH:5]=[CH:4]2)=[O:12])[CH:10]=1.[Br:16]Br, predict the reaction product. The product is: [CH:1]1[CH:10]=[C:9]2[C:11]([O:13][C:14](=[O:15])[C:7]3=[C:8]2[C:3](=[CH:4][C:5]([Br:16])=[CH:6]3)[CH:2]=1)=[O:12]. (2) The product is: [CH3:1][CH:2]([N:18]([CH3:19])[CH3:20])[CH2:3][N:4]1[C:5]2[CH:6]=[CH:7][CH:8]=[CH:9][C:10]=2[S:11][C:12]2[CH:17]=[CH:16][CH:15]=[CH:14][C:13]1=2. Given the reactants [CH3:1][CH:2]([N:18]([CH3:20])[CH3:19])[CH2:3][N:4]1[C:13]2[CH:14]=[CH:15][CH:16]=[CH:17][C:12]=2[S:11][C:10]2[CH:9]=[CH:8][CH:7]=[CH:6][C:5]1=2.Cl.[OH-].[Na+], predict the reaction product. (3) Given the reactants [F:1][CH2:2][CH2:3][NH:4][C:5]1[S:6][C:7]2[CH:13]=[C:12]([C:14]3[CH:19]=[CH:18][C:17]([N:20](C)[C:21](=O)OC(C)(C)C)=[CH:16][CH:15]=3)[CH:11]=[CH:10][C:8]=2[N:9]=1.O1CCOCC1.[ClH:35], predict the reaction product. The product is: [ClH:35].[F:1][CH2:2][CH2:3][NH:4][C:5]1[S:6][C:7]2[CH:13]=[C:12]([C:14]3[CH:19]=[CH:18][C:17]([NH:20][CH3:21])=[CH:16][CH:15]=3)[CH:11]=[CH:10][C:8]=2[N:9]=1. (4) Given the reactants [OH:1][CH2:2][CH2:3][N:4]1[CH2:19][CH:7]2[CH2:8][N:9](C(OC(C)(C)C)=O)[CH2:10][CH2:11][N:6]2[C:5]1=[O:20].C(O)(C(F)(F)F)=O, predict the reaction product. The product is: [OH:1][CH2:2][CH2:3][N:4]1[CH2:19][CH:7]2[CH2:8][NH:9][CH2:10][CH2:11][N:6]2[C:5]1=[O:20]. (5) Given the reactants [CH2:1]([NH:5][C:6]([N:8]1[CH2:13][CH2:12][CH:11]([C:14]2[CH:19]=[CH:18][C:17]([O:20]CC3C=CC=CC=3)=[CH:16][C:15]=2[O:28]CC2C=CC=CC=2)[CH2:10][CH2:9]1)=[O:7])[CH2:2][CH2:3][CH3:4], predict the reaction product. The product is: [CH2:1]([NH:5][C:6]([N:8]1[CH2:9][CH2:10][CH:11]([C:14]2[CH:19]=[CH:18][C:17]([OH:20])=[CH:16][C:15]=2[OH:28])[CH2:12][CH2:13]1)=[O:7])[CH2:2][CH2:3][CH3:4]. (6) Given the reactants [CH3:1][O:2][C:3]1[C:8]([O:9][CH3:10])=[CH:7][CH:6]=[CH:5][N:4]=1.[Li]CCCC.CN([CH:19]=[O:20])C.[Cl-].[NH4+], predict the reaction product. The product is: [CH3:1][O:2][C:3]1[C:8]([O:9][CH3:10])=[C:7]([CH:19]=[O:20])[CH:6]=[CH:5][N:4]=1. (7) Given the reactants [CH:1]1([C@@H:7]([NH:9][C:10]([C:12]2[C:21]3[C:16](=[CH:17][CH:18]=[CH:19][CH:20]=3)[N:15]=[C:14]([C:22]3[CH:27]=[CH:26][CH:25]=[CH:24][CH:23]=3)[C:13]=2[CH2:28][N:29]2[CH2:34][CH2:33][NH:32][CH2:31][CH2:30]2)=[O:11])[CH3:8])[CH2:6][CH2:5][CH2:4][CH2:3][CH2:2]1.C(OC([NH:42][CH2:43][CH2:44][C:45](O)=[O:46])=O)(C)(C)C.C1CCC(N=C=NC2CCCCC2)CC1, predict the reaction product. The product is: [CH:1]1([C@@H:7]([NH:9][C:10]([C:12]2[C:21]3[C:16](=[CH:17][CH:18]=[CH:19][CH:20]=3)[N:15]=[C:14]([C:22]3[CH:23]=[CH:24][CH:25]=[CH:26][CH:27]=3)[C:13]=2[CH2:28][N:29]2[CH2:34][CH2:33][N:32]([C:45](=[O:46])[CH2:44][CH2:43][NH2:42])[CH2:31][CH2:30]2)=[O:11])[CH3:8])[CH2:6][CH2:5][CH2:4][CH2:3][CH2:2]1. (8) Given the reactants [N:1]1[CH:6]=[CH:5][CH:4]=[C:3]([C:7]2[C:15]3[O:14][CH:13]([CH2:16][NH2:17])[CH2:12][C:11]=3[CH:10]=[CH:9][CH:8]=2)[CH:2]=1.C(N(C(C)C)CC)(C)C.Cl[C:28]([O:30][CH2:31][C:32]1[CH:37]=[CH:36][CH:35]=[CH:34][CH:33]=1)=[O:29], predict the reaction product. The product is: [CH2:31]([O:30][C:28](=[O:29])[NH:17][CH2:16][CH:13]1[CH2:12][C:11]2[CH:10]=[CH:9][CH:8]=[C:7]([C:3]3[CH:2]=[N:1][CH:6]=[CH:5][CH:4]=3)[C:15]=2[O:14]1)[C:32]1[CH:37]=[CH:36][CH:35]=[CH:34][CH:33]=1. (9) Given the reactants [NH2:1][C:2]1[C:19]([N+:20]([O-:22])=[O:21])=[CH:18][C:5]([C:6]([NH:8][C:9]2[CH:17]=[C:16]3[C:12]([CH:13]=[N:14][NH:15]3)=[CH:11][CH:10]=2)=[O:7])=[C:4](Cl)[CH:3]=1.[CH:24]([N:27]1[CH2:32][CH2:31][NH:30][CH2:29][CH2:28]1)([CH3:26])[CH3:25], predict the reaction product. The product is: [NH2:1][C:2]1[C:19]([N+:20]([O-:22])=[O:21])=[CH:18][C:5]([C:6]([NH:8][C:9]2[CH:17]=[C:16]3[C:12]([CH:13]=[N:14][NH:15]3)=[CH:11][CH:10]=2)=[O:7])=[C:4]([N:30]2[CH2:31][CH2:32][N:27]([CH:24]([CH3:26])[CH3:25])[CH2:28][CH2:29]2)[CH:3]=1.